Dataset: Full USPTO retrosynthesis dataset with 1.9M reactions from patents (1976-2016). Task: Predict the reactants needed to synthesize the given product. (1) Given the product [CH2:7]([N:8]1[CH2:9][CH:15]2[CH2:16][CH2:11][CH:12]1[CH:13]=[CH:14]2)[C:1]1[CH:6]=[CH:5][CH:4]=[CH:3][CH:2]=1, predict the reactants needed to synthesize it. The reactants are: [C:1]1([CH2:7][NH2:8])[CH:6]=[CH:5][CH:4]=[CH:3][CH:2]=1.[CH2:9]=O.[CH:11]1[CH2:16][CH2:15][CH:14]=[CH:13][CH:12]=1. (2) Given the product [Cl:8][C:7]1[CH:6]=[CH:5][C:4]([OH:9])=[CH:3][C:2]=1[NH:1][C:10](=[O:13])[CH2:11][SH:12], predict the reactants needed to synthesize it. The reactants are: [NH2:1][C:2]1[CH:3]=[C:4]([OH:9])[CH:5]=[CH:6][C:7]=1[Cl:8].[C:10](O)(=[O:13])[CH2:11][SH:12].[Al]. (3) The reactants are: COC1C=CC(C(C2C=CC(OC)=CC=2)(C2C=CC=CC=2)[NH:10][C:11]2[O:12][CH2:13][C:14]([F:41])([F:40])[C@:15]3([N:39]=2)[C:24]2[C:19](=[CH:20][CH:21]=[C:22]([N:25]=C(C4C=CC=CC=4)C4C=CC=CC=4)[CH:23]=2)[S:18][CH2:17][CH2:16]3)=CC=1.FC(F)(F)C(O)=O.Cl. Given the product [F:41][C:14]1([F:40])[C@@:15]2([C:24]3[C:19](=[CH:20][CH:21]=[C:22]([NH2:25])[CH:23]=3)[S:18][CH2:17][CH2:16]2)[N:39]=[C:11]([NH2:10])[O:12][CH2:13]1, predict the reactants needed to synthesize it. (4) Given the product [F:1][CH:2]1[CH2:8][CH2:7][N:6]([C:27]2[N:31]([CH3:32])[N:30]=[CH:29][C:28]=2[N+:33]([O-:35])=[O:34])[CH2:5][CH2:4][CH:3]1[NH:9][C:10](=[O:16])[O:11][C:12]([CH3:13])([CH3:15])[CH3:14], predict the reactants needed to synthesize it. The reactants are: [F:1][CH:2]1[CH2:8][CH2:7][NH:6][CH2:5][CH2:4][CH:3]1[NH:9][C:10](=[O:16])[O:11][C:12]([CH3:15])([CH3:14])[CH3:13].CCN(C(C)C)C(C)C.Cl[C:27]1[N:31]([CH3:32])[N:30]=[CH:29][C:28]=1[N+:33]([O-:35])=[O:34]. (5) Given the product [CH2:41]([O:40][C:31]1[C:32]([Br:39])=[CH:33][CH:34]=[C:35]2[C:30]=1[N:29]=[C:28]([C:26]([OH:27])=[O:25])[CH:37]=[C:36]2[OH:38])[C:42]1[CH:43]=[CH:44][CH:45]=[CH:46][CH:47]=1, predict the reactants needed to synthesize it. The reactants are: COC(C1C=C(O)C2C(=C(OCC3C=CC=CC=3)C=CC=2)N=1)=O.C[O:25][C:26]([C:28]1[CH:37]=[C:36]([OH:38])[C:35]2[C:30](=[C:31]([O:40][CH2:41][C:42]3[CH:47]=[CH:46][CH:45]=[CH:44][CH:43]=3)[C:32]([Br:39])=[CH:33][CH:34]=2)[N:29]=1)=[O:27].